This data is from Forward reaction prediction with 1.9M reactions from USPTO patents (1976-2016). The task is: Predict the product of the given reaction. Given the reactants C(Cl)CCl.[Cl:5][C:6]1[CH:7]=[CH:8][C:9]([CH:21]([NH:25][C:26]2[CH:31]=[CH:30][C:29]([O:32][CH3:33])=[CH:28][CH:27]=2)[CH:22]([F:24])[F:23])=[C:10]([CH:20]=1)[CH2:11][NH:12][C:13](=[O:19])[C@@H:14]1[CH2:18][CH2:17][CH2:16][NH:15]1.[C:34](O)(=[O:43])[C@@H:35]([CH:37]1[CH2:42][CH2:41][CH2:40][CH2:39][CH2:38]1)[OH:36].C1C=NC2N(O)N=NC=2C=1, predict the reaction product. The product is: [Cl:5][C:6]1[CH:7]=[CH:8][C:9]([CH:21]([NH:25][C:26]2[CH:27]=[CH:28][C:29]([O:32][CH3:33])=[CH:30][CH:31]=2)[CH:22]([F:24])[F:23])=[C:10]([CH:20]=1)[CH2:11][NH:12][C:13](=[O:19])[C@@H:14]1[CH2:18][CH2:17][CH2:16][N:15]1[C:34](=[O:43])[C@@H:35]([CH:37]1[CH2:42][CH2:41][CH2:40][CH2:39][CH2:38]1)[OH:36].